From a dataset of Forward reaction prediction with 1.9M reactions from USPTO patents (1976-2016). Predict the product of the given reaction. (1) Given the reactants [CH2:1]([C:4]1[C:8]([CH2:9][CH2:10][CH2:11][OH:12])=[CH:7][N:6]([C:13]2[CH:18]=[CH:17][C:16]([C:19]([F:22])([F:21])[F:20])=[CH:15][N:14]=2)[N:5]=1)[CH2:2][CH3:3].[CH2:23]([N:25]1[C:29](O)=[C:28]([CH2:31][C:32]([O:34]CC)=[O:33])[CH:27]=[N:26]1)[CH3:24].C(P(CCCC)CCCC)CCC.N(C(N1CCCCC1)=O)=NC(N1CCCCC1)=O, predict the reaction product. The product is: [CH2:23]([N:25]1[C:29]([O:12][CH2:11][CH2:10][CH2:9][C:8]2[C:4]([CH2:1][CH2:2][CH3:3])=[N:5][N:6]([C:13]3[CH:18]=[CH:17][C:16]([C:19]([F:21])([F:20])[F:22])=[CH:15][N:14]=3)[CH:7]=2)=[C:28]([CH2:31][C:32]([OH:34])=[O:33])[CH:27]=[N:26]1)[CH3:24]. (2) Given the reactants [Br:1][C:2]1[CH:3]=[C:4]2[C:8](=[CH:9][CH:10]=1)[NH:7][N:6]=[C:5]2[NH2:11].[C:20](O[C:20]([O:22][C:23]([CH3:26])([CH3:25])[CH3:24])=[O:21])([O:22][C:23]([CH3:26])([CH3:25])[CH3:24])=[O:21], predict the reaction product. The product is: [C:23]([O:22][C:20]([N:11]([C:20]([O:22][C:23]([CH3:24])([CH3:25])[CH3:26])=[O:21])[C:5]1[C:4]2[C:8](=[CH:9][CH:10]=[C:2]([Br:1])[CH:3]=2)[N:7]([C:20]([O:22][C:23]([CH3:26])([CH3:25])[CH3:24])=[O:21])[N:6]=1)=[O:21])([CH3:26])([CH3:25])[CH3:24]. (3) The product is: [NH2:8][C:9]1([C@@H:12]2[CH2:16][CH2:15][N:14]([C:29]3[CH:38]=[C:37]4[C:32]([C:33](=[O:46])[C:34]([C:43]([OH:45])=[O:44])=[CH:35][N:36]4[C@@H:39]4[CH2:41][C@@H:40]4[F:42])=[CH:31][CH:30]=3)[CH2:13]2)[CH2:10][CH2:11]1. Given the reactants C(OC([NH:8][C:9]1([C@@H:12]2[CH2:16][CH2:15][NH:14][CH2:13]2)[CH2:11][CH2:10]1)=O)(C)(C)C.C(N(CC)CC)C.CS(C)=O.F[C:29]1[CH:38]=[C:37]2[C:32]([C:33](=[O:46])[C:34]([C:43]([OH:45])=[O:44])=[CH:35][N:36]2[C@@H:39]2[CH2:41][C@@H:40]2[F:42])=[CH:31][CH:30]=1, predict the reaction product. (4) Given the reactants [Br:1][C:2]1[CH:7]=[CH:6][N:5]=[C:4]([CH3:8])[CH:3]=1.[CH3:9][C:10]1[CH:19]=[CH:18][C:13]([C:14](OC)=[O:15])=[CH:12][CH:11]=1.C[Si](C)(C)N[Si](C)(C)C.[Li], predict the reaction product. The product is: [Br:1][C:2]1[CH:7]=[CH:6][N:5]=[C:4]([CH2:8][C:14]([C:13]2[CH:18]=[CH:19][C:10]([CH3:9])=[CH:11][CH:12]=2)=[O:15])[CH:3]=1. (5) Given the reactants [Br:1][C:2]1[CH:3]=[CH:4][C:5]2[C:6](=O)[O:7][C:8](=O)[C:9]3[C:10]=2[C:11]=1[CH:12]=[CH:13][CH:14]=3.[BH4-].[Na+].FC(F)(F)C(O)=O.C([SiH](CC)CC)C, predict the reaction product. The product is: [Br:1][C:2]1[CH:3]=[CH:4][C:5]2[CH2:6][O:7][CH2:8][C:9]3[C:10]=2[C:11]=1[CH:12]=[CH:13][CH:14]=3.